Dataset: Serine/threonine kinase 33 screen with 319,792 compounds. Task: Binary Classification. Given a drug SMILES string, predict its activity (active/inactive) in a high-throughput screening assay against a specified biological target. (1) The compound is O=C1/C(=N\Nc2c(N)cc(N)cc2)C=CC=C1. The result is 1 (active). (2) The compound is [O-][N+](=O)c1c(N2CCC(N3CCCC3)CC2)ccc(c1)C(NC(=O)c1ccccc1)CC(=O)N. The result is 0 (inactive). (3) The compound is S(=O)(=O)(c1nc(oc1N(C)C)/C=C\c1cc(OC)ccc1)c1ccccc1. The result is 0 (inactive).